Dataset: Full USPTO retrosynthesis dataset with 1.9M reactions from patents (1976-2016). Task: Predict the reactants needed to synthesize the given product. Given the product [C:19]1([C:2]2[CH:3]=[C:4]([CH:6]3[CH2:11][CH2:10][N:9]([C:12]([O:14][C:15]([CH3:18])([CH3:17])[CH3:16])=[O:13])[CH2:8][CH2:7]3)[NH:27][N:26]=2)[CH:24]=[CH:23][CH:22]=[CH:21][CH:20]=1, predict the reactants needed to synthesize it. The reactants are: O=[C:2]([C:19]1[CH:24]=[CH:23][CH:22]=[CH:21][CH:20]=1)[CH2:3][C:4]([CH:6]1[CH2:11][CH2:10][N:9]([C:12]([O:14][C:15]([CH3:18])([CH3:17])[CH3:16])=[O:13])[CH2:8][CH2:7]1)=O.O.[NH2:26][NH2:27].C(O)C.